The task is: Predict the reaction yield, written as a fraction of the theoretical maximum amount of product (1.0 means a 100% yield; for example, 0.34 means a 34% yield).. This data is from Reaction yield outcomes from USPTO patents with 853,638 reactions. (1) The product is [F:12][C:13]1[CH:18]=[CH:17][C:16]([CH:19]([OH:41])[C:20]2[CH:40]=[CH:39][C:23]([CH2:24][O:25][C:26]3[CH:31]=[CH:30][C:29]([C:32](=[O:34])[CH3:33])=[C:28]([OH:35])[C:27]=3[CH2:36][CH2:37][CH3:38])=[CH:22][CH:21]=2)=[CH:15][C:14]=1[C:48]1[N:49]=[N:50][NH:51][N:52]=1. The yield is 0.910. The reactants are C1(C)C=CC(S(O)(=O)=O)=CC=1.[F:12][C:13]1[CH:18]=[CH:17][C:16]([CH:19]([O:41]C2CCCCO2)[C:20]2[CH:40]=[CH:39][C:23]([CH2:24][O:25][C:26]3[CH:31]=[CH:30][C:29]([C:32](=[O:34])[CH3:33])=[C:28]([OH:35])[C:27]=3[CH2:36][CH2:37][CH3:38])=[CH:22][CH:21]=2)=[CH:15][C:14]=1[C:48]1[N:49]=[N:50][NH:51][N:52]=1. The catalyst is CO. (2) The reactants are Cl[C:2]1[C:11]2[C:6](=[CH:7][CH:8]=[C:9]([Cl:12])[N:10]=2)[N:5]=[CH:4][C:3]=1[C:13](=[O:15])[CH3:14].[CH3:16][N:17]1[CH2:22][CH2:21][N:20]([CH2:23][C@H:24]2[CH2:29][CH2:28][C@H:27]([NH2:30])[CH2:26][CH2:25]2)[CH2:19][CH2:18]1. No catalyst specified. The product is [Cl:12][C:9]1[N:10]=[C:11]2[C:6](=[CH:7][CH:8]=1)[N:5]=[CH:4][C:3]([C:13](=[O:15])[CH3:14])=[C:2]2[NH:30][C@H:27]1[CH2:26][CH2:25][C@H:24]([CH2:23][N:20]2[CH2:19][CH2:18][N:17]([CH3:16])[CH2:22][CH2:21]2)[CH2:29][CH2:28]1. The yield is 0.0700. (3) The reactants are [Si:1]([O:8][CH2:9][C@H:10]1[O:14][C@@H:13]([N:15]2[CH:22]=[C:21]([C:23]#[C:24][CH2:25][NH:26][C:27](=[O:32])[C:28]([F:31])([F:30])[F:29])[C:19]([NH2:20])=[N:18][C:16]2=[O:17])[CH2:12][C@@H:11]1[OH:33])([C:4]([CH3:7])([CH3:6])[CH3:5])([CH3:3])[CH3:2].Cl[Si](C)(C)C.[C:39](Cl)(=[O:46])[C:40]1[CH:45]=[CH:44][CH:43]=[CH:42][CH:41]=1.C([O-])(O)=O.[Na+]. The catalyst is N1C=CC=CC=1.C(Cl)Cl. The product is [C:39]([NH:20][C:19]1[C:21]([C:23]#[C:24][CH2:25][NH:26][C:27](=[O:32])[C:28]([F:30])([F:31])[F:29])=[CH:22][N:15]([C@@H:13]2[O:14][C@H:10]([CH2:9][O:8][Si:1]([C:4]([CH3:7])([CH3:5])[CH3:6])([CH3:3])[CH3:2])[C@@H:11]([OH:33])[CH2:12]2)[C:16](=[O:17])[N:18]=1)(=[O:46])[C:40]1[CH:45]=[CH:44][CH:43]=[CH:42][CH:41]=1. The yield is 0.740. (4) The reactants are [F:1][C:2]1[C:3](I)=[C:4]([C:8]([N:10]2[C@@H:14]3[CH2:15][CH2:16][C@H:11]2[C@H:12]([NH:17][C:18]2[N:23]=[CH:22][C:21]([C:24]([F:27])([F:26])[F:25])=[CH:20][N:19]=2)[CH2:13]3)=[O:9])[CH:5]=[CH:6][CH:7]=1.C([Sn](CCCC)(CCCC)[C:34]1[O:35][CH:36]=[CH:37][N:38]=1)CCC. The catalyst is COCCOC.[Cu]I.C1C=CC([P]([Pd]([P](C2C=CC=CC=2)(C2C=CC=CC=2)C2C=CC=CC=2)([P](C2C=CC=CC=2)(C2C=CC=CC=2)C2C=CC=CC=2)[P](C2C=CC=CC=2)(C2C=CC=CC=2)C2C=CC=CC=2)(C2C=CC=CC=2)C2C=CC=CC=2)=CC=1. The product is [F:1][C:2]1[C:3]([C:34]2[O:35][CH:36]=[CH:37][N:38]=2)=[C:4]([C:8]([N:10]2[C@@H:14]3[CH2:15][CH2:16][C@H:11]2[C@H:12]([NH:17][C:18]2[N:23]=[CH:22][C:21]([C:24]([F:27])([F:26])[F:25])=[CH:20][N:19]=2)[CH2:13]3)=[O:9])[CH:5]=[CH:6][CH:7]=1. The yield is 0.720.